From a dataset of Reaction yield outcomes from USPTO patents with 853,638 reactions. Predict the reaction yield, written as a fraction of the theoretical maximum amount of product (1.0 means a 100% yield; for example, 0.34 means a 34% yield). The reactants are [O:1]=[C:2]1[C:11]2[S:12][C:13]3[C:22](=[O:23])[C:21]4[C:16](=[CH:17][CH:18]=[CH:19][CH:20]=4)[C:15](=[O:24])[C:14]=3[C:10]=2[C:9](=[O:25])[C:8]2[C:3]1=[CH:4][C:5]([CH2:26][CH2:27][C:28](O)=[O:29])=[CH:6][CH:7]=2.[Cl-].[CH3:32][N:33]([CH3:56])[C:34]1[CH:43]=[C:42]2[C:37]([C:38]([CH2:45][C:46]([NH:48][CH2:49][CH2:50][CH2:51][CH2:52][CH2:53][CH2:54][NH3+:55])=[O:47])=[CH:39][C:40](=[O:44])[O:41]2)=[CH:36][CH:35]=1.C(N(C(C)C)C(C)C)C.CN(C(ON1N=NC2C=CC=NC1=2)=[N+](C)C)C.F[P-](F)(F)(F)(F)F. The catalyst is CN(C=O)C.CO.CCOC(C)=O. The product is [CH3:56][N:33]([CH3:32])[C:34]1[CH:43]=[C:42]2[C:37]([C:38]([CH2:45][C:46]([NH:48][CH2:49][CH2:50][CH2:51][CH2:52][CH2:53][CH2:54][NH:55][C:28](=[O:29])[CH2:27][CH2:26][C:5]3[CH:4]=[C:3]4[C:8]([C:9](=[O:25])[C:10]5[C:14]6[C:15](=[O:24])[C:16]7[C:21]([C:22](=[O:23])[C:13]=6[S:12][C:11]=5[C:2]4=[O:1])=[CH:20][CH:19]=[CH:18][CH:17]=7)=[CH:7][CH:6]=3)=[O:47])=[CH:39][C:40](=[O:44])[O:41]2)=[CH:36][CH:35]=1. The yield is 0.570.